This data is from Full USPTO retrosynthesis dataset with 1.9M reactions from patents (1976-2016). The task is: Predict the reactants needed to synthesize the given product. Given the product [C:14]([C:6]1[C:5]2[C:9](=[CH:10][C:11]([O:12][CH3:13])=[C:3]([O:2][CH3:1])[CH:4]=2)[N:8]([CH2:29][C:30]([O:32][C:33]([CH3:36])([CH3:35])[CH3:34])=[O:31])[N:7]=1)(=[O:16])[CH3:15], predict the reactants needed to synthesize it. The reactants are: [CH3:1][O:2][C:3]1[CH:4]=[C:5]2[C:9](=[CH:10][C:11]=1[O:12][CH3:13])[NH:8][N:7]=[C:6]2[C:14](=[O:16])[CH3:15].C(C1C2C(=CC=CC=2)N([CH2:29][C:30]([O:32][C:33]([CH3:36])([CH3:35])[CH3:34])=[O:31])N=1)(=O)C.